Dataset: Full USPTO retrosynthesis dataset with 1.9M reactions from patents (1976-2016). Task: Predict the reactants needed to synthesize the given product. (1) The reactants are: [Cl:1][C:2]1[CH:21]=[C:20]([N+:22]([O-])=O)[CH:19]=[CH:18][C:3]=1[O:4][C:5]1[CH:6]=[CH:7][C:8]2[N:9]([N:11]=[CH:12][C:13]=2[C:14]([O:16][CH3:17])=[O:15])[CH:10]=1.[Cl-].[Ca+2].[Cl-].O. Given the product [NH2:22][C:20]1[CH:19]=[CH:18][C:3]([O:4][C:5]2[CH:6]=[CH:7][C:8]3[N:9]([N:11]=[CH:12][C:13]=3[C:14]([O:16][CH3:17])=[O:15])[CH:10]=2)=[C:2]([Cl:1])[CH:21]=1, predict the reactants needed to synthesize it. (2) Given the product [OH:26][C:25]1[N:9]=[C:4]2[C:3]([C:2]([F:1])([F:10])[F:11])=[CH:8][CH:7]=[CH:6][N:5]2[C:22](=[O:23])[CH:21]=1, predict the reactants needed to synthesize it. The reactants are: [F:1][C:2]([F:11])([F:10])[C:3]1[C:4]([NH2:9])=[N:5][CH:6]=[CH:7][CH:8]=1.ClC1C=C(Cl)C=C(Cl)C=1[C:21](C1C(Cl)=CC(Cl)=CC=1Cl)([C:25]([O-])=[O:26])[C:22]([O-])=[O:23]. (3) Given the product [CH2:1]([O:3][C:4](=[O:13])[C:5]([CH3:12])([CH3:11])[C:6]([OH:8])=[O:7])[CH3:2], predict the reactants needed to synthesize it. The reactants are: [CH2:1]([O:3][C:4](=[O:13])[C:5]([CH3:12])([CH3:11])[C:6]([O:8]CC)=[O:7])[CH3:2].[OH-].[K+]. (4) Given the product [OH:7][C:16]1[CH:15]=[CH:14][CH:13]=[C:12]2[C:11]=1[CH2:10][CH2:9][C:8]2=[O:17], predict the reactants needed to synthesize it. The reactants are: [Cl-].[Al+3].[Cl-].[Cl-].[Cl-].[Na+].[O:7]1[C:16]2[C:11](=[CH:12][CH:13]=[CH:14][CH:15]=2)[CH2:10][CH2:9][C:8]1=[O:17]. (5) The reactants are: FC(F)(F)C(O)=O.[CH3:8][CH:9]([O:11][C:12]1[CH:19]=[CH:18][C:17]([C:20]2[O:24][N:23]=[C:22]([C:25]3[CH:34]=[CH:33][CH:32]=[C:31]4[C:26]=3[CH2:27][CH2:28][NH:29][CH2:30]4)[N:21]=2)=[CH:16][C:13]=1[C:14]#[N:15])[CH3:10].[CH3:35][C:36]1([CH3:43])[O:41][CH2:40][C:39](=O)[CH2:38][O:37]1.C(O[BH-](OC(=O)C)OC(=O)C)(=O)C.[Na+].C(=O)([O-])O.[Na+]. Given the product [CH3:35][C:36]1([CH3:43])[O:41][CH2:40][CH:39]([N:29]2[CH2:28][CH2:27][C:26]3[C:31](=[CH:32][CH:33]=[CH:34][C:25]=3[C:22]3[N:21]=[C:20]([C:17]4[CH:18]=[CH:19][C:12]([O:11][CH:9]([CH3:8])[CH3:10])=[C:13]([CH:16]=4)[C:14]#[N:15])[O:24][N:23]=3)[CH2:30]2)[CH2:38][O:37]1, predict the reactants needed to synthesize it. (6) Given the product [Cl:22][C:19]1[CH:20]=[CH:21][C:16]([NH:15][C:4]([C:6]2[CH:11]=[C:10]([C:12]#[N:13])[CH:9]=[C:8]([CH3:14])[N:7]=2)=[O:5])=[N:17][CH:18]=1, predict the reactants needed to synthesize it. The reactants are: C(O[C:4]([C:6]1[CH:11]=[C:10]([C:12]#[N:13])[CH:9]=[C:8]([CH3:14])[N:7]=1)=[O:5])C.[NH2:15][C:16]1[CH:21]=[CH:20][C:19]([Cl:22])=[CH:18][N:17]=1. (7) Given the product [CH2:15]([O:14][C:9]1[CH:10]=[CH:11][CH:12]=[CH:13][C:8]=1[C:7]1[O:6][N:5]=[C:4]([C:15]([O:17][CH2:24][CH3:25])=[O:16])[CH:3]=1)[CH2:4][CH2:3][CH2:7][CH2:8][CH3:9], predict the reactants needed to synthesize it. The reactants are: C([C:3]1[C:4]([C:15]([OH:17])=[O:16])=[N:5][O:6][C:7]=1[C:8]1[CH:13]=[CH:12][CH:11]=[CH:10][C:9]=1[OH:14])C.C([O-])([O-])=O.[K+].[K+].[C:24](#N)[CH3:25].